This data is from Forward reaction prediction with 1.9M reactions from USPTO patents (1976-2016). The task is: Predict the product of the given reaction. (1) Given the reactants [Cl:1][C:2]1[CH:8]=[CH:7][CH:6]=[C:5]([Cl:9])[C:3]=1[NH2:4].[N:10]([O-])=O.[Na+], predict the reaction product. The product is: [ClH:1].[Cl:1][C:2]1[CH:8]=[CH:7][CH:6]=[C:5]([Cl:9])[C:3]=1[NH:4][NH2:10]. (2) Given the reactants [CH2:1]([O:3][C:4]1[CH:17]=[CH:16][C:7](/[CH:8]=[C:9]2/[C:10](=[O:15])[NH:11][C:12](=[O:14])[S:13]/2)=[CH:6][CH:5]=1)[CH3:2].Br[CH2:19][C:20]1[CH:32]=[CH:31][C:23]([C:24]([O:26][C:27]([CH3:30])([CH3:29])[CH3:28])=[O:25])=[CH:22][CH:21]=1.C(=O)([O-])[O-].[K+].[K+].C(OC1C=CC(/C=C2/C(=O)N(CCC)C(=O)S/2)=CC=1)C, predict the reaction product. The product is: [CH2:1]([O:3][C:4]1[CH:17]=[CH:16][C:7](/[CH:8]=[C:9]2/[C:10](=[O:15])[N:11]([CH2:19][C:20]3[CH:32]=[CH:31][C:23]([C:24]([O:26][C:27]([CH3:28])([CH3:30])[CH3:29])=[O:25])=[CH:22][CH:21]=3)[C:12](=[O:14])[S:13]/2)=[CH:6][CH:5]=1)[CH3:2]. (3) Given the reactants [Br:1][C:2]1[CH:7]=[CH:6][C:5]([N:8]2[C:12]([CH3:13])=[C:11]([C:14]([C:16]3[CH:21]=[CH:20][C:19]([F:22])=[CH:18][CH:17]=3)=[O:15])[C:10]([CH3:23])=[N:9]2)=[CH:4][C:3]=1[Cl:24].[CH3:25][Mg]Br, predict the reaction product. The product is: [Br:1][C:2]1[CH:7]=[CH:6][C:5]([N:8]2[C:12]([CH3:13])=[C:11]([C:14]([C:16]3[CH:21]=[CH:20][C:19]([F:22])=[CH:18][CH:17]=3)([OH:15])[CH3:25])[C:10]([CH3:23])=[N:9]2)=[CH:4][C:3]=1[Cl:24]. (4) Given the reactants [NH2:1][C:2]1[CH:9]=[CH:8][C:5]([C:6]#[N:7])=[CH:4][CH:3]=1.[C:10](O[C:10]([O:12][C:13]([CH3:16])([CH3:15])[CH3:14])=[O:11])([O:12][C:13]([CH3:16])([CH3:15])[CH3:14])=[O:11], predict the reaction product. The product is: [C:13]([O:12][C:10]([NH:1][C:2]1[CH:9]=[CH:8][C:5]([C:6]#[N:7])=[CH:4][CH:3]=1)=[O:11])([CH3:16])([CH3:15])[CH3:14]. (5) Given the reactants FC1C=C(F)C=CC=1C1C=C(CN2C(=O)C3=CC=CC=C3C2=O)[C:12](=[O:19])N(CC(C)C)N=1.[C:32]([CH2:35][CH2:36][C:37]1[C:38](=[O:59])[N:39]([CH2:51][C:52]2[CH:57]=[CH:56][C:55]([F:58])=[CH:54][CH:53]=2)[N:40]=[C:41]([C:43]2[CH:48]=[CH:47][C:46](C)=[C:45]([F:50])[CH:44]=2)[CH:42]=1)([OH:34])=O, predict the reaction product. The product is: [F:58][C:55]1[CH:56]=[CH:57][C:52]([CH2:51][N:39]2[C:38](=[O:59])[C:37]([CH2:36][CH2:35][CH2:32][OH:34])=[CH:42][C:41]([C:43]3[CH:48]=[CH:47][C:46]([O:19][CH3:12])=[C:45]([F:50])[CH:44]=3)=[N:40]2)=[CH:53][CH:54]=1.